This data is from Forward reaction prediction with 1.9M reactions from USPTO patents (1976-2016). The task is: Predict the product of the given reaction. (1) The product is: [F:1][C:2]1[CH:3]=[CH:4][C:5]([C:8]2[C:17]([C:28]3[CH:33]=[CH:32][N:31]=[C:30]([NH:34][C:35](=[O:38])[CH2:36][CH3:37])[CH:29]=3)=[C:11]3[O:12][CH2:13][CH2:14][CH:15]([CH3:16])[N:10]3[N:9]=2)=[CH:6][CH:7]=1. Given the reactants [F:1][C:2]1[CH:7]=[CH:6][C:5]([C:8]2[C:17](B3OC(C)(C)C(C)(C)O3)=[C:11]3[O:12][CH2:13][CH2:14][CH:15]([CH3:16])[N:10]3[N:9]=2)=[CH:4][CH:3]=1.Br[C:28]1[CH:33]=[CH:32][N:31]=[C:30]([NH:34][C:35](=[O:38])[CH2:36][CH3:37])[CH:29]=1.C([O-])([O-])=O.[Na+].[Na+], predict the reaction product. (2) Given the reactants [OH-].[Na+].[OH:3][C:4]1[CH:9]=[CH:8][C:7]([C:10](=[O:13])[CH2:11][CH3:12])=[CH:6][CH:5]=1.Cl[CH2:15][C:16]1[C:17]([CH3:25])=[C:18]([CH3:24])[CH:19]=[C:20]([CH3:23])[C:21]=1[CH3:22], predict the reaction product. The product is: [CH3:22][C:21]1[C:20]([CH3:23])=[CH:19][C:18]([CH3:24])=[C:17]([CH3:25])[C:16]=1[CH2:15][O:3][C:4]1[CH:5]=[CH:6][C:7]([C:10](=[O:13])[CH2:11][CH3:12])=[CH:8][CH:9]=1. (3) Given the reactants [C:1]([O:5][C:6]([C:8]1[C:9]([C:14]2[CH:19]=[CH:18][C:17]([CH2:20][N:21]3[C:25]([CH:26]=[N:27][OH:28])=[C:24]([CH:29]=[CH2:30])[N:23]=[C:22]3[O:31][CH2:32][CH3:33])=[C:16]([F:34])[CH:15]=2)=[CH:10][CH:11]=[CH:12][CH:13]=1)=[O:7])([CH3:4])([CH3:3])[CH3:2].C(O)C.C, predict the reaction product. The product is: [C:1]([O:5][C:6]([C:8]1[C:9]([C:14]2[CH:19]=[CH:18][C:17]([CH2:20][N:21]3[C:25]([CH:26]=[N:27][OH:28])=[C:24]([CH2:29][CH3:30])[N:23]=[C:22]3[O:31][CH2:32][CH3:33])=[C:16]([F:34])[CH:15]=2)=[CH:10][CH:11]=[CH:12][CH:13]=1)=[O:7])([CH3:2])([CH3:4])[CH3:3]. (4) Given the reactants C(OC([NH:8][C@H:9]([C:18]([O:20][CH3:21])=[O:19])[CH2:10][C:11]1[CH:16]=[CH:15][C:14]([OH:17])=[CH:13][CH:12]=1)=O)(C)(C)C.C1(P(C2C=CC=CC=2)C2C=CC=CC=2)C=CC=CC=1.[N:41]1[C:50]2[NH:49][CH2:48][CH2:47][CH2:46][C:45]=2[CH:44]=[CH:43][C:42]=1[CH2:51][CH2:52]O.C1CCN(C(N=NC(N2CCCCC2)=O)=O)CC1.C1(P(=O)(C2C=CC=CC=2)C2C=CC=CC=2)C=CC=CC=1, predict the reaction product. The product is: [N:41]1[C:50]2[NH:49][CH2:48][CH2:47][CH2:46][C:45]=2[CH:44]=[CH:43][C:42]=1[CH2:51][CH2:52][O:17][C:14]1[CH:13]=[CH:12][C:11]([CH2:10][C@@H:9]([C:18]([O:20][CH3:21])=[O:19])[NH2:8])=[CH:16][CH:15]=1.